Predict the reaction yield, written as a fraction of the theoretical maximum amount of product (1.0 means a 100% yield; for example, 0.34 means a 34% yield). From a dataset of Reaction yield outcomes from USPTO patents with 853,638 reactions. (1) The product is [Cl:21][C:13]1[N:12]=[C:11]([N:10]2[C:3]3[CH:4]=[C:5]([C:6]#[N:7])[CH:8]=[CH:9][C:2]=3[N:1]=[CH:24]2)[N:19]=[C:18]2[C:14]=1[NH:15][C:16](=[O:20])[NH:17]2. The yield is 0.670. The catalyst is CS(C)=O. The reactants are [NH2:1][C:2]1[CH:9]=[CH:8][C:5]([C:6]#[N:7])=[CH:4][C:3]=1[NH:10][C:11]1[N:19]=[C:18]2[C:14]([NH:15][C:16](=[O:20])[NH:17]2)=[C:13]([Cl:21])[N:12]=1.CO.[CH3:24]OC(OC)OC.C1(C)C=CC(S(O)(=O)=O)=CC=1. (2) The reactants are [C:1]1([C@H:7]2[CH2:11][O:10][C:9](=[O:12])[N:8]2[CH2:13][C:14]([OH:16])=[O:15])[CH:6]=[CH:5][CH:4]=[CH:3][CH:2]=1.[C:17](Cl)(=O)C. The catalyst is CO. The product is [C:1]1([C@H:7]2[CH2:11][O:10][C:9](=[O:12])[N:8]2[CH2:13][C:14]([O:16][CH3:17])=[O:15])[CH:2]=[CH:3][CH:4]=[CH:5][CH:6]=1. The yield is 0.940. (3) The catalyst is C(Cl)Cl. The reactants are [OH:1][CH:2]([C:19]1[O:20][C:21]([C:24]2[N:29]=[C:28]([C:30]([O:32][CH3:33])=[O:31])[CH:27]=[CH:26][CH:25]=2)=[CH:22][N:23]=1)[CH2:3][CH2:4][C:5]1[CH:10]=[CH:9][C:8]([CH2:11][O:12][C:13]2[CH:18]=[CH:17][CH:16]=[CH:15][CH:14]=2)=[CH:7][CH:6]=1.CC(OI1(OC(C)=O)(OC(C)=O)OC(=O)C2C=CC=CC1=2)=O.C([O-])(O)=O.[Na+]. The yield is 0.910. The product is [O:12]([CH2:11][C:8]1[CH:7]=[CH:6][C:5]([CH2:4][CH2:3][C:2]([C:19]2[O:20][C:21]([C:24]3[N:29]=[C:28]([C:30]([O:32][CH3:33])=[O:31])[CH:27]=[CH:26][CH:25]=3)=[CH:22][N:23]=2)=[O:1])=[CH:10][CH:9]=1)[C:13]1[CH:18]=[CH:17][CH:16]=[CH:15][CH:14]=1. (4) The reactants are [CH2:1]([C:3]([OH:8])([CH2:6][CH3:7])[C:4]#[CH:5])[CH3:2].Br[C:10]1[CH:15]=[CH:14][C:13]([C:16]([C:21]2[CH:26]=[CH:25][C:24]([OH:27])=[CH:23][CH:22]=2)([CH2:19][CH3:20])[CH2:17][CH3:18])=[CH:12][C:11]=1[CH3:28].C(=O)(O)[O-].[Na+]. The catalyst is C(N(CC)CC)C.C1C=CC(P(C2C=CC=CC=2)[C-]2C=CC=C2)=CC=1.C1C=CC(P(C2C=CC=CC=2)[C-]2C=CC=C2)=CC=1.Cl[Pd]Cl.[Fe+2].[Cu]I. The product is [CH2:17]([C:16]([C:21]1[CH:22]=[CH:23][C:24]([OH:27])=[CH:25][CH:26]=1)([C:13]1[CH:14]=[CH:15][C:10]([C:5]#[C:4][C:3]([CH2:6][CH3:7])([OH:8])[CH2:1][CH3:2])=[C:11]([CH3:28])[CH:12]=1)[CH2:19][CH3:20])[CH3:18]. The yield is 0.370.